This data is from Forward reaction prediction with 1.9M reactions from USPTO patents (1976-2016). The task is: Predict the product of the given reaction. (1) Given the reactants [Cl:1][C:2]1[CH:7]=[CH:6][C:5]([C:8]([C:11]2[N:15]([C:16]3[CH:21]=[CH:20][C:19]([F:22])=[CH:18][CH:17]=3)[C:14]([S:23][CH2:24][C:25]3[C:33]([F:34])=[CH:32][C:28](C(O)=O)=[CH:27][C:26]=3[F:35])=[N:13][CH:12]=2)([CH3:10])[CH3:9])=[CH:4][C:3]=1[O:36][CH3:37].C1C=CC(P(N=[N+]=[N-])(C2C=CC=CC=2)=[O:45])=CC=1.CC[N:57]([CH:61](C)C)C(C)C.[C:64]([OH:68])([CH3:67])([CH3:66])[CH3:65], predict the reaction product. The product is: [Cl:1][C:2]1[CH:7]=[CH:6][C:5]([C:8]([C:11]2[N:15]([C:16]3[CH:17]=[CH:18][C:19]([F:22])=[CH:20][CH:21]=3)[C:14]([S:23][CH2:24][C:25]3[C:33]([F:34])=[CH:32][C:28]([NH:57][C:61](=[O:45])[O:68][C:64]([CH3:67])([CH3:66])[CH3:65])=[CH:27][C:26]=3[F:35])=[N:13][CH:12]=2)([CH3:10])[CH3:9])=[CH:4][C:3]=1[O:36][CH3:37]. (2) Given the reactants [OH:1][CH2:2][CH2:3][C:4]1[CH:9]=[CH:8][C:7]([N:10]2[C:32]([NH:33][C:34](=[O:36])[CH3:35])=[C:13]3[C:14](=[O:31])[N:15]([CH2:22][C:23]4[CH:28]=[CH:27][C:26]([O:29][CH3:30])=[CH:25][CH:24]=4)[C:16]4[CH:17]=[CH:18][CH:19]=[CH:20][C:21]=4[C:12]3=[N:11]2)=[CH:6][CH:5]=1.C(N(CC)CC)C.[CH3:44][S:45](Cl)(=[O:47])=[O:46], predict the reaction product. The product is: [CH3:44][S:45]([O:1][CH2:2][CH2:3][C:4]1[CH:5]=[CH:6][C:7]([N:10]2[C:32]([NH:33][C:34](=[O:36])[CH3:35])=[C:13]3[C:14](=[O:31])[N:15]([CH2:22][C:23]4[CH:28]=[CH:27][C:26]([O:29][CH3:30])=[CH:25][CH:24]=4)[C:16]4[CH:17]=[CH:18][CH:19]=[CH:20][C:21]=4[C:12]3=[N:11]2)=[CH:8][CH:9]=1)(=[O:47])=[O:46]. (3) Given the reactants Cl[C:2]1[C:3]([NH2:9])=[N:4][CH:5]=[N:6][C:7]=1Cl.[NH2:10][CH2:11][CH:12]1[CH2:15][CH:14]([NH:16][C:17](=[O:23])OC(C)(C)C)[CH2:13]1.[O:24]([C:31]1[CH:36]=[CH:35][C:34](B(O)O)=[CH:33][CH:32]=1)[C:25]1[CH:30]=[CH:29][CH:28]=[CH:27][CH:26]=1.[C:40](Cl)(=O)[CH:41]=C, predict the reaction product. The product is: [NH2:9][C:3]1[N:4]=[CH:5][N:6]=[C:7]([NH:10][CH2:11][CH:12]2[CH2:13][CH:14]([NH:16][C:17](=[O:23])[CH:40]=[CH2:41])[CH2:15]2)[C:2]=1[C:28]1[CH:29]=[CH:30][C:25]([O:24][C:31]2[CH:36]=[CH:35][CH:34]=[CH:33][CH:32]=2)=[CH:26][CH:27]=1.